This data is from NCI-60 drug combinations with 297,098 pairs across 59 cell lines. The task is: Regression. Given two drug SMILES strings and cell line genomic features, predict the synergy score measuring deviation from expected non-interaction effect. (1) Drug 1: C1=NNC2=C1C(=O)NC=N2. Drug 2: C(CN)CNCCSP(=O)(O)O. Cell line: SK-MEL-28. Synergy scores: CSS=-4.65, Synergy_ZIP=0.341, Synergy_Bliss=-5.76, Synergy_Loewe=-5.19, Synergy_HSA=-8.83. (2) Drug 1: CCCCC(=O)OCC(=O)C1(CC(C2=C(C1)C(=C3C(=C2O)C(=O)C4=C(C3=O)C=CC=C4OC)O)OC5CC(C(C(O5)C)O)NC(=O)C(F)(F)F)O. Drug 2: CC1C(C(CC(O1)OC2CC(CC3=C2C(=C4C(=C3O)C(=O)C5=C(C4=O)C(=CC=C5)OC)O)(C(=O)CO)O)N)O.Cl. Cell line: SF-295. Synergy scores: CSS=35.5, Synergy_ZIP=-1.02, Synergy_Bliss=-1.47, Synergy_Loewe=-2.69, Synergy_HSA=-0.0256.